From a dataset of Full USPTO retrosynthesis dataset with 1.9M reactions from patents (1976-2016). Predict the reactants needed to synthesize the given product. (1) Given the product [CH:1]1([CH2:4][NH:5][C:7]2[CH:12]=[C:11]([C:13]3[CH:18]=[CH:17][CH:16]=[CH:15][CH:14]=3)[N:10]=[C:9]([NH2:19])[N:8]=2)[CH2:3][CH2:2]1, predict the reactants needed to synthesize it. The reactants are: [CH:1]1([CH2:4][NH2:5])[CH2:3][CH2:2]1.Cl[C:7]1[CH:12]=[C:11]([C:13]2[CH:18]=[CH:17][CH:16]=[CH:15][CH:14]=2)[N:10]=[C:9]([NH2:19])[N:8]=1. (2) Given the product [CH3:29][O:30][C:31](=[O:50])[C:32]([C:34]1[CH:35]=[CH:36][CH:37]=[C:38]([C:2]2[CH:3]=[C:4]([C:7]3[N:12]([CH2:13][C:14]4[CH:19]=[CH:18][C:17]([F:20])=[CH:16][C:15]=4[F:21])[C:11](=[O:22])[C:10]([C:23]#[N:24])=[C:9]([C:25]([F:26])([F:28])[F:27])[CH:8]=3)[O:5][CH:6]=2)[CH:39]=1)([CH3:49])[CH3:33], predict the reactants needed to synthesize it. The reactants are: Br[C:2]1[CH:3]=[C:4]([C:7]2[N:12]([CH2:13][C:14]3[CH:19]=[CH:18][C:17]([F:20])=[CH:16][C:15]=3[F:21])[C:11](=[O:22])[C:10]([C:23]#[N:24])=[C:9]([C:25]([F:28])([F:27])[F:26])[CH:8]=2)[O:5][CH:6]=1.[CH3:29][O:30][C:31](=[O:50])[C:32]([CH3:49])([C:34]1[CH:39]=[CH:38][CH:37]=[C:36](B2OC(C)(C)C(C)(C)O2)[CH:35]=1)[CH3:33].